From a dataset of Forward reaction prediction with 1.9M reactions from USPTO patents (1976-2016). Predict the product of the given reaction. (1) Given the reactants C([O:3][C:4]1[CH:13]=[CH:12][C:7]2[N:8]=[C:9]([NH2:11])[S:10][C:6]=2[CH:5]=1)C.Br, predict the reaction product. The product is: [NH2:11][C:9]1[S:10][C:6]2[CH:5]=[C:4]([OH:3])[CH:13]=[CH:12][C:7]=2[N:8]=1. (2) Given the reactants C(=O)(OC(C)(C)C)[O:2][C:3]1[N:7]([C:8]2[CH:13]=[CH:12][CH:11]=[CH:10][N:9]=2)[N:6]=[C:5]([C:14]2[CH:19]=[CH:18][C:17]([C:20]3[CH:28]=[CH:27][C:23]4[O:24][CH2:25][O:26][C:22]=4[CH:21]=3)=[CH:16][CH:15]=2)[CH:4]=1.C(=O)(OC(C)(C)C)OC1N(C2C=CC=CN=2)N=C(C2C=CC(C3C=CC=CC=3)=CC=2)C=1, predict the reaction product. The product is: [O:24]1[C:23]2[CH:27]=[CH:28][C:20]([C:17]3[CH:16]=[CH:15][C:14]([C:5]4[CH:4]=[C:3]([OH:2])[N:7]([C:8]5[CH:13]=[CH:12][CH:11]=[CH:10][N:9]=5)[N:6]=4)=[CH:19][CH:18]=3)=[CH:21][C:22]=2[O:26][CH2:25]1. (3) Given the reactants [Cl:1][C:2]1[CH:3]=[C:4]([CH:6]=[CH:7][CH:8]=1)[NH2:5].[Br:9][CH2:10][CH2:11]Br, predict the reaction product. The product is: [Br:9][CH2:10][CH2:11][NH:5][C:4]1[CH:6]=[CH:7][CH:8]=[C:2]([Cl:1])[CH:3]=1. (4) Given the reactants C(=O)([O-])[O-].[K+].[K+].[OH:7][C:8]1[CH:15]=[CH:14][C:11]([CH:12]=[O:13])=[CH:10][CH:9]=1.[CH2:16](Br)[C:17]1[CH:22]=[CH:21][CH:20]=[CH:19][CH:18]=1, predict the reaction product. The product is: [CH2:16]([O:7][C:8]1[CH:15]=[CH:14][C:11]([CH:12]=[O:13])=[CH:10][CH:9]=1)[C:17]1[CH:22]=[CH:21][CH:20]=[CH:19][CH:18]=1. (5) Given the reactants C(OCC)(=O)C.[F:7][C:8]1[CH:9]=[C:10]([CH:14]=[C:15]([F:19])[C:16]=1[O:17][CH3:18])[C:11](Cl)=[O:12].[CH3:20][CH:21]([NH2:25])[CH:22]([CH3:24])[CH3:23], predict the reaction product. The product is: [CH3:20][CH:21]([NH:25][C:11](=[O:12])[C:10]1[CH:9]=[C:8]([F:7])[C:16]([O:17][CH3:18])=[C:15]([F:19])[CH:14]=1)[CH:22]([CH3:24])[CH3:23]. (6) Given the reactants [CH3:1][O:2][C:3]1[CH:8]=[CH:7][CH:6]=[CH:5][C:4]=1[N:9]1[CH2:14][CH2:13][C:12]([CH2:23][OH:24])([C:15]2[CH:20]=[CH:19][CH:18]=[C:17]([O:21][CH3:22])[CH:16]=2)[CH2:11][CH2:10]1.[C:25]1([CH3:35])[CH:30]=[CH:29][C:28]([S:31](Cl)(=[O:33])=[O:32])=[CH:27][CH:26]=1, predict the reaction product. The product is: [CH3:35][C:25]1[CH:30]=[CH:29][C:28]([S:31]([O:24][CH2:23][C:12]2([C:15]3[CH:20]=[CH:19][CH:18]=[C:17]([O:21][CH3:22])[CH:16]=3)[CH2:13][CH2:14][N:9]([C:4]3[CH:5]=[CH:6][CH:7]=[CH:8][C:3]=3[O:2][CH3:1])[CH2:10][CH2:11]2)(=[O:33])=[O:32])=[CH:27][CH:26]=1.